Dataset: Full USPTO retrosynthesis dataset with 1.9M reactions from patents (1976-2016). Task: Predict the reactants needed to synthesize the given product. Given the product [CH2:34]([N:22]1[CH:23]=[C:24]([C:26]2[CH:31]=[CH:30][C:29]([Cl:32])=[CH:28][C:27]=2[Cl:33])[N:25]=[C:21]1[C@@H:20]([NH:38][C:53]([C:48]1([C:45]2[CH:44]=[CH:43][C:42]([O:41][CH3:40])=[CH:47][CH:46]=2)[CH2:49][CH2:50][CH2:51][CH2:52]1)=[O:55])[CH2:19][C:16]1[CH:17]=[CH:18][C:13]([O:12][CH2:11][C:8]2[CH:7]=[CH:6][C:5]([C:4]([OH:39])=[O:3])=[CH:10][CH:9]=2)=[CH:14][CH:15]=1)[CH2:35][CH2:36][CH3:37], predict the reactants needed to synthesize it. The reactants are: Cl.C[O:3][C:4](=[O:39])[C:5]1[CH:10]=[CH:9][C:8]([CH2:11][O:12][C:13]2[CH:18]=[CH:17][C:16]([CH2:19][C@H:20]([NH2:38])[C:21]3[N:22]([CH2:34][CH2:35][CH2:36][CH3:37])[CH:23]=[C:24]([C:26]4[CH:31]=[CH:30][C:29]([Cl:32])=[CH:28][C:27]=4[Cl:33])[N:25]=3)=[CH:15][CH:14]=2)=[CH:7][CH:6]=1.[CH3:40][O:41][C:42]1[CH:47]=[CH:46][C:45]([C:48]2([C:53]([OH:55])=O)[CH2:52][CH2:51][CH2:50][CH2:49]2)=[CH:44][CH:43]=1.